This data is from NCI-60 drug combinations with 297,098 pairs across 59 cell lines. The task is: Regression. Given two drug SMILES strings and cell line genomic features, predict the synergy score measuring deviation from expected non-interaction effect. (1) Drug 1: CN1C2=C(C=C(C=C2)N(CCCl)CCCl)N=C1CCCC(=O)O.Cl. Drug 2: CC(C)NC(=O)C1=CC=C(C=C1)CNNC.Cl. Cell line: HL-60(TB). Synergy scores: CSS=-1.58, Synergy_ZIP=0.843, Synergy_Bliss=-1.37, Synergy_Loewe=0.399, Synergy_HSA=-3.42. (2) Drug 1: CC1=C2C(C(=O)C3(C(CC4C(C3C(C(C2(C)C)(CC1OC(=O)C(C(C5=CC=CC=C5)NC(=O)OC(C)(C)C)O)O)OC(=O)C6=CC=CC=C6)(CO4)OC(=O)C)OC)C)OC. Drug 2: B(C(CC(C)C)NC(=O)C(CC1=CC=CC=C1)NC(=O)C2=NC=CN=C2)(O)O. Cell line: COLO 205. Synergy scores: CSS=73.6, Synergy_ZIP=14.3, Synergy_Bliss=14.0, Synergy_Loewe=4.31, Synergy_HSA=14.5. (3) Drug 1: CS(=O)(=O)CCNCC1=CC=C(O1)C2=CC3=C(C=C2)N=CN=C3NC4=CC(=C(C=C4)OCC5=CC(=CC=C5)F)Cl. Drug 2: CC1=C(C(=O)C2=C(C1=O)N3CC4C(C3(C2COC(=O)N)OC)N4)N. Cell line: MCF7. Synergy scores: CSS=16.1, Synergy_ZIP=-0.509, Synergy_Bliss=-1.10, Synergy_Loewe=-14.1, Synergy_HSA=-1.81. (4) Drug 1: C1CCC(CC1)NC(=O)N(CCCl)N=O. Drug 2: CC1=C(C(=O)C2=C(C1=O)N3CC4C(C3(C2COC(=O)N)OC)N4)N. Cell line: SNB-19. Synergy scores: CSS=52.6, Synergy_ZIP=3.06, Synergy_Bliss=1.07, Synergy_Loewe=-19.1, Synergy_HSA=5.48. (5) Drug 1: CC1C(C(=O)NC(C(=O)N2CCCC2C(=O)N(CC(=O)N(C(C(=O)O1)C(C)C)C)C)C(C)C)NC(=O)C3=C4C(=C(C=C3)C)OC5=C(C(=O)C(=C(C5=N4)C(=O)NC6C(OC(=O)C(N(C(=O)CN(C(=O)C7CCCN7C(=O)C(NC6=O)C(C)C)C)C)C(C)C)C)N)C. Drug 2: CC1=C(C=C(C=C1)C(=O)NC2=CC(=CC(=C2)C(F)(F)F)N3C=C(N=C3)C)NC4=NC=CC(=N4)C5=CN=CC=C5. Cell line: ACHN. Synergy scores: CSS=36.5, Synergy_ZIP=10.2, Synergy_Bliss=14.2, Synergy_Loewe=-0.463, Synergy_HSA=9.66.